This data is from Forward reaction prediction with 1.9M reactions from USPTO patents (1976-2016). The task is: Predict the product of the given reaction. Given the reactants Cl[C:2]1[N:7]=[C:6]([CH2:8][OH:9])[CH:5]=[C:4]([N:10]2[CH2:15][CH2:14][O:13][CH2:12][C@@H:11]2[CH3:16])[N:3]=1.[CH3:17][N:18]1[CH:22]=[C:21]([CH2:23][NH:24][C:25](=[O:42])[NH:26][C:27]2[CH:32]=[CH:31][C:30](B3OC(C)(C)C(C)(C)O3)=[CH:29][CH:28]=2)[CH:20]=[N:19]1, predict the reaction product. The product is: [OH:9][CH2:8][C:6]1[CH:5]=[C:4]([N:10]2[CH2:15][CH2:14][O:13][CH2:12][C@@H:11]2[CH3:16])[N:3]=[C:2]([C:30]2[CH:31]=[CH:32][C:27]([NH:26][C:25]([NH:24][CH2:23][C:21]3[CH:20]=[N:19][N:18]([CH3:17])[CH:22]=3)=[O:42])=[CH:28][CH:29]=2)[N:7]=1.